This data is from Catalyst prediction with 721,799 reactions and 888 catalyst types from USPTO. The task is: Predict which catalyst facilitates the given reaction. (1) The catalyst class is: 9. Product: [Br:1][C:2]1[N:7]=[C:6]2[N:8]([S:22]([C:18]3[CH:19]=[CH:20][CH:21]=[C:16]([F:15])[CH:17]=3)(=[O:24])=[O:23])[CH:9]=[C:10]([CH:11]=[O:12])[C:5]2=[CH:4][CH:3]=1. Reactant: [Br:1][C:2]1[N:7]=[C:6]2[NH:8][CH:9]=[C:10]([CH:11]=[O:12])[C:5]2=[CH:4][CH:3]=1.[H-].[Na+].[F:15][C:16]1[CH:17]=[C:18]([S:22](Cl)(=[O:24])=[O:23])[CH:19]=[CH:20][CH:21]=1. (2) Reactant: [Br:1][C:2]1[C:17]([CH3:18])=[CH:16][C:5]([O:6][CH2:7][CH2:8][C@H:9]2[CH2:13][O:12]C(C)(C)[O:10]2)=[CH:4][C:3]=1[CH3:19].Cl. Product: [Br:1][C:2]1[C:3]([CH3:19])=[CH:4][C:5]([O:6][CH2:7][CH2:8][C@H:9]([OH:10])[CH2:13][OH:12])=[CH:16][C:17]=1[CH3:18]. The catalyst class is: 24. (3) Reactant: [NH2:1][C:2]1[CH:11]=[CH:10][CH:9]=[C:8]2[C:3]=1[CH:4]=[CH:5][CH:6]=[N:7]2.Br[C:13]1[CH:22]=[CH:21][C:16]([C:17]([O:19][CH3:20])=[O:18])=[CH:15][CH:14]=1.C([O-])([O-])=O.[Cs+].[Cs+].C1(P(C2C=CC=CC=2)C2C=CC3C(=CC=CC=3)C=2C2C3C(=CC=CC=3)C=CC=2P(C2C=CC=CC=2)C2C=CC=CC=2)C=CC=CC=1. Product: [CH3:20][O:19][C:17](=[O:18])[C:16]1[CH:21]=[CH:22][C:13]([NH:1][C:2]2[CH:11]=[CH:10][CH:9]=[C:8]3[C:3]=2[CH:4]=[CH:5][CH:6]=[N:7]3)=[CH:14][CH:15]=1. The catalyst class is: 101. (4) Reactant: [OH:1][CH2:2][CH2:3][O:4][CH2:5][CH2:6][O:7][CH2:8][CH2:9][C:10]([O:12][C:13]([CH3:16])([CH3:15])[CH3:14])=[O:11].C(N(CC)CC)C.[CH3:24][S:25](Cl)(=[O:27])=[O:26].C(OCC)(=[O:31])C. Product: [CH3:24][S:25]([OH:27])(=[O:31])=[O:26].[OH:1][CH2:2][CH2:3][O:4][CH2:5][CH2:6][O:7][CH2:8][CH2:9][C:10]([O:12][C:13]([CH3:16])([CH3:15])[CH3:14])=[O:11]. The catalyst class is: 665. (5) Reactant: C([SiH](CC)CC)C.C(O)(C(F)(F)F)=O.[CH2:15]([O:22][CH2:23][C:24]1[N:29]=[CH:28][N:27]=[C:26]([O:30][C:31]2[CH:32]=[C:33]3[C:37](=[CH:38][CH:39]=2)[NH:36][CH:35]=[CH:34]3)[CH:25]=1)[C:16]1[CH:21]=[CH:20][CH:19]=[CH:18][CH:17]=1. Product: [CH2:15]([O:22][CH2:23][C:24]1[N:29]=[CH:28][N:27]=[C:26]([O:30][C:31]2[CH:32]=[C:33]3[C:37](=[CH:38][CH:39]=2)[NH:36][CH2:35][CH2:34]3)[CH:25]=1)[C:16]1[CH:17]=[CH:18][CH:19]=[CH:20][CH:21]=1. The catalyst class is: 10. (6) Reactant: C(OC(=O)[NH:10][C@H:11]([CH3:30])[CH2:12][N:13]1[C:21]2[C:16](=[CH:17][CH:18]=[CH:19][CH:20]=2)[C:15]2[CH:22]=[C:23]([C:27]([NH2:29])=[O:28])[C:24]([NH2:26])=[N:25][C:14]1=2)C1C=CC=CC=1. Product: [NH2:26][C:24]1[C:23]([C:27]([NH2:29])=[O:28])=[CH:22][C:15]2[C:16]3[C:21](=[CH:20][CH:19]=[CH:18][CH:17]=3)[N:13]([CH2:12][C@H:11]([NH2:10])[CH3:30])[C:14]=2[N:25]=1. The catalyst class is: 29. (7) Reactant: [N-:1]=[N+:2]=[N-:3].[Na+].[NH4+].[Cl-].[O:7]1[C@H:9]([C@H:10]([O:13][CH2:14][C:15]2[CH:20]=[CH:19][CH:18]=[CH:17][CH:16]=2)[CH:11]=[CH2:12])[CH2:8]1. Product: [N:1]([CH2:8][C@H:9]([OH:7])[C@H:10]([O:13][CH2:14][C:15]1[CH:20]=[CH:19][CH:18]=[CH:17][CH:16]=1)[CH:11]=[CH2:12])=[N+:2]=[N-:3]. The catalyst class is: 72. (8) Reactant: C([NH:8][CH2:9][C:10](=[O:22])[CH2:11][CH2:12][C:13]([O:15][CH2:16][CH2:17][CH2:18][C:19]([OH:21])=[O:20])=[O:14])(OC(C)(C)C)=O.[ClH:23]. Product: [ClH:23].[NH2:8][CH2:9][C:10](=[O:22])[CH2:11][CH2:12][C:13]([O:15][CH2:16][CH2:17][CH2:18][C:19]([OH:21])=[O:20])=[O:14]. The catalyst class is: 27.